Dataset: NCI-60 drug combinations with 297,098 pairs across 59 cell lines. Task: Regression. Given two drug SMILES strings and cell line genomic features, predict the synergy score measuring deviation from expected non-interaction effect. (1) Drug 1: COC1=C(C=C2C(=C1)N=CN=C2NC3=CC(=C(C=C3)F)Cl)OCCCN4CCOCC4. Drug 2: CCC1=CC2CC(C3=C(CN(C2)C1)C4=CC=CC=C4N3)(C5=C(C=C6C(=C5)C78CCN9C7C(C=CC9)(C(C(C8N6C)(C(=O)OC)O)OC(=O)C)CC)OC)C(=O)OC.C(C(C(=O)O)O)(C(=O)O)O. Cell line: K-562. Synergy scores: CSS=77.0, Synergy_ZIP=10.8, Synergy_Bliss=11.8, Synergy_Loewe=4.15, Synergy_HSA=15.0. (2) Drug 1: CS(=O)(=O)OCCCCOS(=O)(=O)C. Drug 2: C1CNP(=O)(OC1)N(CCCl)CCCl. Cell line: SN12C. Synergy scores: CSS=-2.08, Synergy_ZIP=0.308, Synergy_Bliss=-1.36, Synergy_Loewe=-4.92, Synergy_HSA=-3.16.